Dataset: Reaction yield outcomes from USPTO patents with 853,638 reactions. Task: Predict the reaction yield, written as a fraction of the theoretical maximum amount of product (1.0 means a 100% yield; for example, 0.34 means a 34% yield). (1) The yield is 0.460. The catalyst is C(#N)C. The reactants are Br[C:2]1[CH:3]=[CH:4][C:5](F)=[C:6]([CH:9]=1)[CH:7]=[O:8].[C:11]1([OH:17])[CH:16]=[CH:15][CH:14]=[CH:13][CH:12]=1.[Br:18]C1C=CC=C(C=1)OC1C=CC=CC=1C#N.CO[C@@H]1[C@@H](C(OC)=O)[C@@H]2[C@@H](CN3[C@H](C2)C2NC4C=C(OC)C=CC=4C=2CC3)C[C@H]1OC(C1C=C(OC)C(OC)=C(OC)C=1)=O. The product is [Br:18][C:3]1[CH:2]=[CH:9][C:6]([CH:7]=[O:8])=[C:5]([O:17][C:11]2[CH:16]=[CH:15][CH:14]=[CH:13][CH:12]=2)[CH:4]=1. (2) The reactants are [Br:1][C:2]1[CH:3]=[C:4]2[C:9](=[CH:10][CH:11]=1)[N:8]=[C:7](O)[N:6]=[CH:5]2.P(Cl)(Cl)([Cl:15])=O. No catalyst specified. The product is [Br:1][C:2]1[CH:3]=[C:4]2[C:9](=[CH:10][CH:11]=1)[N:8]=[C:7]([Cl:15])[N:6]=[CH:5]2. The yield is 0.870. (3) The reactants are Cl[C:2]1[N:3]=[CH:4][C:5]2[N:10]=[C:9]([NH:11][C:12](=[O:16])[O:13][CH2:14][CH3:15])[S:8][C:6]=2[N:7]=1.[CH3:17][NH:18][CH3:19].CO. No catalyst specified. The product is [CH3:17][N:18]([CH3:19])[C:2]1[N:3]=[CH:4][C:5]2[N:10]=[C:9]([NH:11][C:12](=[O:16])[O:13][CH2:14][CH3:15])[S:8][C:6]=2[N:7]=1. The yield is 0.990. (4) The reactants are Cl.[CH3:2][S:3][C:4]1[CH:9]=[CH:8][C:7]([NH:10][NH2:11])=[CH:6][CH:5]=1.[CH3:12][C:13]([CH3:20])([CH3:19])[C:14](=O)[CH2:15][C:16]#[N:17]. The catalyst is C(O)C.C(OCC)(=O)C. The product is [C:13]([C:14]1[CH:15]=[C:16]([NH2:17])[N:10]([C:7]2[CH:8]=[CH:9][C:4]([S:3][CH3:2])=[CH:5][CH:6]=2)[N:11]=1)([CH3:20])([CH3:19])[CH3:12]. The yield is 0.950. (5) The reactants are Br[C:2]1[CH:7]=[CH:6][C:5]([C:8]2[S:9][CH:10]=[CH:11][C:12]=2[Cl:13])=[CH:4][CH:3]=1.[B:14]1([B:14]2[O:18][C:17]([CH3:20])([CH3:19])[C:16]([CH3:22])([CH3:21])[O:15]2)[O:18][C:17]([CH3:20])([CH3:19])[C:16]([CH3:22])([CH3:21])[O:15]1.CC([O-])=O.[K+]. The catalyst is C1C=CC(P(C2C=CC=CC=2)[C-]2C=CC=C2)=CC=1.C1C=CC(P(C2C=CC=CC=2)[C-]2C=CC=C2)=CC=1.Cl[Pd]Cl.[Fe+2].CN(C=O)C. The product is [Cl:13][C:12]1[CH:11]=[CH:10][S:9][C:8]=1[C:5]1[CH:6]=[CH:7][C:2]([B:14]2[O:18][C:17]([CH3:20])([CH3:19])[C:16]([CH3:22])([CH3:21])[O:15]2)=[CH:3][CH:4]=1. The yield is 0.890. (6) The reactants are CN.C1COCC1.[CH2:8]([N:10](CC)CC)C.[C:15](O[C:15]([O:17][C:18]([CH3:21])([CH3:20])[CH3:19])=[O:16])([O:17][C:18]([CH3:21])([CH3:20])[CH3:19])=[O:16]. The catalyst is C(Cl)Cl. The product is [C:18]([O:17][C:15](=[O:16])[NH:10][CH3:8])([CH3:21])([CH3:20])[CH3:19]. The yield is 0.840. (7) The reactants are [CH3:1][C:2]1[C:6]2[CH:7]=[C:8]([CH3:11])[CH:9]=[CH:10][C:5]=2[S:4][CH:3]=1.[Cl:12][S:13](O)(=[O:15])=[O:14].C([O-])(O)=O.[Na+]. The catalyst is C(Cl)(Cl)Cl. The product is [CH3:1][C:2]1[C:6]2[CH:7]=[C:8]([CH3:11])[CH:9]=[CH:10][C:5]=2[S:4][C:3]=1[S:13]([Cl:12])(=[O:15])=[O:14]. The yield is 0.400. (8) The product is [F:1][C:2]1[CH:3]=[C:4]2[C:9](=[CH:10][CH:11]=1)[N:8]=[C:7]([C:12]1[CH:17]=[CH:16][CH:15]=[CH:14][C:13]=1[O:18][C:29](=[O:33])[CH:30]([CH3:32])[CH3:31])[N:6]([CH2:19][CH2:20][C:21]1[CH:26]=[CH:25][CH:24]=[C:23]([F:27])[CH:22]=1)[C:5]2=[O:28]. The yield is 0.780. The catalyst is N1C=CC=CC=1. The reactants are [F:1][C:2]1[CH:3]=[C:4]2[C:9](=[CH:10][CH:11]=1)[N:8]=[C:7]([C:12]1[CH:17]=[CH:16][CH:15]=[CH:14][C:13]=1[OH:18])[N:6]([CH2:19][CH2:20][C:21]1[CH:26]=[CH:25][CH:24]=[C:23]([F:27])[CH:22]=1)[C:5]2=[O:28].[C:29](Cl)(=[O:33])[CH:30]([CH3:32])[CH3:31].